Task: Predict the reactants needed to synthesize the given product.. Dataset: Full USPTO retrosynthesis dataset with 1.9M reactions from patents (1976-2016) (1) The reactants are: [C:1]([C:3]1[CH:4]=[C:5]([C:10]2[O:14][C:13]([NH:15][CH2:16][C:17]([O:19]C(C)(C)C)=[O:18])=[N:12][N:11]=2)[CH:6]=[CH:7][C:8]=1[F:9])#[N:2]. Given the product [C:1]([C:3]1[CH:4]=[C:5]([C:10]2[O:14][C:13]([NH:15][CH2:16][C:17]([OH:19])=[O:18])=[N:12][N:11]=2)[CH:6]=[CH:7][C:8]=1[F:9])#[N:2], predict the reactants needed to synthesize it. (2) The reactants are: [NH2:1][C:2]1[N:7]=[CH:6][N:5]=[C:4]2[N:8]([CH:12]([C:14]3[O:15][C:16]4[C:21]([C:22](=[O:30])[C:23]=3[C:24]3[CH:29]=[CH:28][CH:27]=[CH:26][CH:25]=3)=[CH:20][CH:19]=[CH:18][CH:17]=4)[CH3:13])[N:9]=[C:10](I)[C:3]=12.C([N:38]1[CH:42]=[C:41](B2OC(C)(C)C(C)(C)O2)[CH:40]=[N:39]1)(OC(C)(C)C)=O.C(=O)([O-])[O-].[Na+].[Na+].ClCCl. Given the product [NH2:1][C:2]1[N:7]=[CH:6][N:5]=[C:4]2[N:8]([CH:12]([C:14]3[O:15][C:16]4[C:21]([C:22](=[O:30])[C:23]=3[C:24]3[CH:29]=[CH:28][CH:27]=[CH:26][CH:25]=3)=[CH:20][CH:19]=[CH:18][CH:17]=4)[CH3:13])[N:9]=[C:10]([C:41]3[CH:42]=[N:38][NH:39][CH:40]=3)[C:3]=12, predict the reactants needed to synthesize it.